This data is from Catalyst prediction with 721,799 reactions and 888 catalyst types from USPTO. The task is: Predict which catalyst facilitates the given reaction. (1) Reactant: Cl[CH2:2][C:3]1[N:11]([CH2:12][C:13]2[CH:18]=[CH:17][C:16]([C:19]([F:22])([F:21])[F:20])=[CH:15][CH:14]=2)[C:10]2[C:9](=[O:23])[NH:8][C:7](=[O:24])[N:6]([CH3:25])[C:5]=2[N:4]=1.[H-].[Na+].[C:28]1([OH:34])[CH:33]=[CH:32][CH:31]=[CH:30][CH:29]=1. Product: [CH3:25][N:6]1[C:5]2[N:4]=[C:3]([CH2:2][O:34][C:28]3[CH:33]=[CH:32][CH:31]=[CH:30][CH:29]=3)[N:11]([CH2:12][C:13]3[CH:18]=[CH:17][C:16]([C:19]([F:22])([F:21])[F:20])=[CH:15][CH:14]=3)[C:10]=2[C:9](=[O:23])[NH:8][C:7]1=[O:24]. The catalyst class is: 3. (2) Reactant: [CH2:1]([C:3]1[C:23]2=[N:24][C:5](=[CH:6][C:7]3[NH:11][C:10]([CH:12]=[C:13]4[N:29]=[C:16]([CH:17]=[C:18]5[NH:25][C:21](=[CH:22]2)[C:20]([CH2:26][CH3:27])=[C:19]5[CH3:28])[C:15]([CH3:30])=[CH:14]4)=[CH:9][C:8]=3[CH3:31])[C:4]=1[CH3:32])[CH3:2].C12C=C3N=C(C=C3)C=C3NC(C=C3)=CC3=NC(C=C3)=CC(N1)=CC=2.[Cl-].[In+3:58].[Cl-].[Cl-].C([O-])(=[O:63])C.[Na+]. Product: [CH2:26]([C:20]1[C:21]2=[N:25][C:18](=[CH:17][C:16]3[NH:29][C:13]([CH:12]=[C:10]4[N:11]=[C:7]([CH:6]=[C:5]5[NH:24][C:23](=[CH:22]2)[C:3]([CH2:1][CH3:2])=[C:4]5[CH3:32])[C:8]([CH3:31])=[CH:9]4)=[CH:14][C:15]=3[CH3:30])[C:19]=1[CH3:28])[CH3:27].[OH-:63].[In+3:58].[OH-:63].[OH-:63]. The catalyst class is: 15. (3) Product: [CH3:3][C@H:2]1[CH2:1][CH:10]([OH:11])[C@@H:6]([CH:7]([CH3:9])[CH3:8])[CH2:5][CH2:4]1. Reactant: [CH:1]1[C:10]([OH:11])=[C:6]([CH:7]([CH3:9])[CH3:8])[CH:5]=[CH:4][C:2]=1[CH3:3].[H][H]. The catalyst class is: 244. (4) Reactant: [CH3:1][C:2]([O:7][SiH2:8][O:9][C:10]([CH3:15])([CH2:12][CH:13]=[CH2:14])[CH3:11])([CH2:4][CH:5]=[CH2:6])[CH3:3].B(C1C(F)=C(F)C(F)=C(F)C=1F)(C1C(F)=C(F)C(F)=C(F)C=1F)C1C(F)=C(F)C(F)=C(F)C=1F. Product: [CH3:3][C:2]1([CH3:1])[CH2:4][CH2:5][CH2:6][Si:8]2([CH2:14][CH2:13][CH2:12][C:10]([CH3:15])([CH3:11])[O:9]2)[O:7]1. The catalyst class is: 4. (5) Reactant: CC1(C)[O:7][C:6]2[CH:8]=[CH:9][C:10]([C@@H:12]([OH:41])[CH2:13][N:14]([C@@H](C3C=CC=CC=3)CO)[CH2:15][CH2:16][CH2:17][CH2:18][CH2:19][CH2:20][O:21][CH2:22][CH2:23][CH2:24][CH2:25][C:26]3[CH:31]=[CH:30][CH:29]=[CH:28][CH:27]=3)=[CH:11][C:5]=2[CH2:4][O:3]1.O. Product: [OH:3][CH2:4][C:5]1[CH:11]=[C:10]([C@@H:12]([OH:41])[CH2:13][NH:14][CH2:15][CH2:16][CH2:17][CH2:18][CH2:19][CH2:20][O:21][CH2:22][CH2:23][CH2:24][CH2:25][C:26]2[CH:27]=[CH:28][CH:29]=[CH:30][CH:31]=2)[CH:9]=[CH:8][C:6]=1[OH:7]. The catalyst class is: 261. (6) Reactant: [C:1]([C:5]1[CH:28]=[CH:27][C:8]([C:9]([NH:11][C:12]2[CH:17]=[CH:16][CH:15]=[C:14]([C:18]3[CH:23]=[CH:22][N:21]=[C:20]([O:24]C)[CH:19]=3)[C:13]=2[CH3:26])=[O:10])=[CH:7][CH:6]=1)([CH3:4])([CH3:3])[CH3:2].P(Br)(Br)Br.C([O-])(O)=O.[Na+]. Product: [C:1]([C:5]1[CH:28]=[CH:27][C:8]([C:9]([NH:11][C:12]2[CH:17]=[CH:16][CH:15]=[C:14]([C:18]3[CH:23]=[CH:22][NH:21][C:20](=[O:24])[CH:19]=3)[C:13]=2[CH3:26])=[O:10])=[CH:7][CH:6]=1)([CH3:4])([CH3:2])[CH3:3]. The catalyst class is: 26. (7) Reactant: C(O[C:4]([N:6]1[CH2:18][C@H:17]2[C@H:9]([CH2:10][C:11]3[C:16]2=[CH:15][C:14]([NH:19][CH2:20][C:21]2[CH:26]=[CH:25][CH:24]=[CH:23][CH:22]=2)=[CH:13][C:12]=3[CH3:27])[CH2:8][CH2:7]1)=O)C.[H-].[H-].[H-].[H-].[Li+].[Al+3]. Product: [CH2:20]([NH:19][C:14]1[CH:15]=[C:16]2[C:11](=[C:12]([CH3:27])[CH:13]=1)[CH2:10][C@H:9]1[C@@H:17]2[CH2:18][N:6]([CH3:4])[CH2:7][CH2:8]1)[C:21]1[CH:22]=[CH:23][CH:24]=[CH:25][CH:26]=1. The catalyst class is: 1.